Regression. Given a peptide amino acid sequence and an MHC pseudo amino acid sequence, predict their binding affinity value. This is MHC class II binding data. From a dataset of Peptide-MHC class II binding affinity with 134,281 pairs from IEDB. (1) The peptide sequence is AATGAATAATGGYKV. The MHC is HLA-DQA10301-DQB10302 with pseudo-sequence HLA-DQA10301-DQB10302. The binding affinity (normalized) is 0.334. (2) The peptide sequence is IIAGTPEVHAVKPGA. The MHC is DRB1_0802 with pseudo-sequence DRB1_0802. The binding affinity (normalized) is 0.391. (3) The peptide sequence is EEFFLDLFNRDKTEA. The MHC is DRB1_0101 with pseudo-sequence DRB1_0101. The binding affinity (normalized) is 0.574. (4) The peptide sequence is LFTIRQEMASRGLWD. The MHC is DRB1_0901 with pseudo-sequence DRB1_0901. The binding affinity (normalized) is 0.280. (5) The peptide sequence is PSWASVKEDLVAYGG. The MHC is DRB5_0101 with pseudo-sequence DRB5_0101. The binding affinity (normalized) is 0. (6) The peptide sequence is TNDRKWCFEGPEEHE. The MHC is DRB3_0202 with pseudo-sequence DRB3_0202. The binding affinity (normalized) is 0. (7) The peptide sequence is VQVTFTVQKGSDPKK. The MHC is DRB1_0301 with pseudo-sequence DRB1_0301. The binding affinity (normalized) is 0. (8) The peptide sequence is NMVVERLGDYLVEQG. The MHC is DRB3_0202 with pseudo-sequence DRB3_0202. The binding affinity (normalized) is 0.